Predict the reactants needed to synthesize the given product. From a dataset of Full USPTO retrosynthesis dataset with 1.9M reactions from patents (1976-2016). (1) Given the product [F:1][C:2]1[CH:7]=[CH:6][C:5]([C:8]2([CH2:21][O:22][CH2:23][C:24]3[CH:25]=[C:26]([O:33][CH3:34])[CH:27]=[C:28]4[C:32]=3[NH:31][N:30]=[CH:29]4)[CH2:13][CH2:12][NH:11][CH2:10][CH2:9]2)=[CH:4][CH:3]=1, predict the reactants needed to synthesize it. The reactants are: [F:1][C:2]1[CH:7]=[CH:6][C:5]([C:8]2([CH2:21][O:22][CH2:23][C:24]3[CH:25]=[C:26]([O:33][CH3:34])[CH:27]=[C:28]4[C:32]=3[NH:31][N:30]=[CH:29]4)[CH2:13][CH2:12][N:11](C(OC(C)(C)C)=O)[CH2:10][CH2:9]2)=[CH:4][CH:3]=1. (2) The reactants are: C(OC([N:8]1[C:16]2[C:11](=[CH:12][C:13]([O:17][CH2:18][C:19]3[CH:24]=[CH:23][CH:22]=[CH:21][CH:20]=3)=[CH:14][CH:15]=2)[C:10]([C:25]2[N:26](C(OC(C)(C)C)=O)[C:27]3[C:32]([CH:33]=2)=[CH:31][C:30]([O:34][CH2:35][CH2:36][N:37]([CH2:40][CH3:41])[CH2:38][CH3:39])=[CH:29][CH:28]=3)=[N:9]1)=O)(C)(C)C.FC(F)(F)C(O)=O. Given the product [CH2:18]([O:17][C:13]1[CH:12]=[C:11]2[C:16](=[CH:15][CH:14]=1)[NH:8][N:9]=[C:10]2[C:25]1[NH:26][C:27]2[C:32]([CH:33]=1)=[CH:31][C:30]([O:34][CH2:35][CH2:36][N:37]([CH2:40][CH3:41])[CH2:38][CH3:39])=[CH:29][CH:28]=2)[C:19]1[CH:24]=[CH:23][CH:22]=[CH:21][CH:20]=1, predict the reactants needed to synthesize it. (3) The reactants are: F[C:2]1[C:9]([F:10])=[CH:8][CH:7]=[CH:6][C:3]=1[CH:4]=[O:5].[C:11]([N:18]1[CH2:23][CH2:22][NH:21][CH2:20][CH2:19]1)([O:13][C:14]([CH3:17])([CH3:16])[CH3:15])=[O:12].C([O-])([O-])=O.[K+].[K+]. Given the product [C:14]([O:13][C:11]([N:18]1[CH2:23][CH2:22][N:21]([C:2]2[C:9]([F:10])=[CH:8][CH:7]=[CH:6][C:3]=2[CH:4]=[O:5])[CH2:20][CH2:19]1)=[O:12])([CH3:17])([CH3:15])[CH3:16], predict the reactants needed to synthesize it.